Predict the reaction yield, written as a fraction of the theoretical maximum amount of product (1.0 means a 100% yield; for example, 0.34 means a 34% yield). From a dataset of Reaction yield outcomes from USPTO patents with 853,638 reactions. The reactants are S(Cl)(Cl)=O.Cl.[C:6]1([NH:12][C@@H:13]2[CH2:18][CH2:17][C@H:16]([C:19]([OH:21])=[O:20])[CH2:15][CH2:14]2)[CH:11]=[CH:10][CH:9]=[CH:8][CH:7]=1.[CH3:22]O. No catalyst specified. The product is [C:6]1([NH:12][C@@H:13]2[CH2:14][CH2:15][C@H:16]([C:19]([O:21][CH3:22])=[O:20])[CH2:17][CH2:18]2)[CH:7]=[CH:8][CH:9]=[CH:10][CH:11]=1. The yield is 0.780.